This data is from Forward reaction prediction with 1.9M reactions from USPTO patents (1976-2016). The task is: Predict the product of the given reaction. (1) Given the reactants [F:1][C:2]1[C:22]([CH3:23])=[CH:21][CH:20]=[CH:19][C:3]=1[O:4][C:5]1[CH2:9][N:8]([C@@H:10]([CH2:14][CH:15]([CH3:17])[CH3:16])[C:11]([OH:13])=O)[C:7](=[O:18])[CH:6]=1.[CH3:24][C:25]1([CH3:37])[O:29][C@H:28]([CH2:30][N:31]2[CH:35]=[CH:34][C:33]([NH2:36])=[N:32]2)[CH2:27][O:26]1.F[P-](F)(F)(F)(F)F.N1(O[P+](N(C)C)(N(C)C)N(C)C)C2C=CC=CC=2N=N1.C(N(CC)CC)C, predict the reaction product. The product is: [CH3:24][C:25]1([CH3:37])[O:29][C@H:28]([CH2:30][N:31]2[CH:35]=[CH:34][C:33]([NH:36][C:11](=[O:13])[C@@H:10]([N:8]3[CH2:9][C:5]([O:4][C:3]4[CH:19]=[CH:20][CH:21]=[C:22]([CH3:23])[C:2]=4[F:1])=[CH:6][C:7]3=[O:18])[CH2:14][CH:15]([CH3:17])[CH3:16])=[N:32]2)[CH2:27][O:26]1. (2) Given the reactants [H-].[Na+].[CH3:3][O:4][C@H:5]1[CH2:9][CH2:8][N:7]([C:10]([C:12]2[S:20][C:19]3[C:14](=[N:15][CH:16]=[CH:17][C:18]=3[O:21][C:22]3[CH:23]=[C:24]4[C:28](=[CH:29][CH:30]=3)[NH:27][C:26]([CH3:31])=[CH:25]4)[CH:13]=2)=[O:11])[CH2:6]1.[C:32](O[C:32](=[O:35])[CH2:33][CH3:34])(=[O:35])[CH2:33][CH3:34], predict the reaction product. The product is: [CH3:3][O:4][C@H:5]1[CH2:9][CH2:8][N:7]([C:10]([C:12]2[S:20][C:19]3[C:14](=[N:15][CH:16]=[CH:17][C:18]=3[O:21][C:22]3[CH:23]=[C:24]4[C:28](=[CH:29][CH:30]=3)[N:27]([C:32](=[O:35])[CH2:33][CH3:34])[C:26]([CH3:31])=[CH:25]4)[CH:13]=2)=[O:11])[CH2:6]1.